Task: Predict the reactants needed to synthesize the given product.. Dataset: Full USPTO retrosynthesis dataset with 1.9M reactions from patents (1976-2016) Given the product [CH3:21][C:20]1[N:16]([C:11]2[CH:10]=[C:9]([C:3]3[C:4](=[O:8])[NH:5][N:6]=[CH:7][CH:2]=3)[CH:14]=[CH:13][C:12]=2[CH3:15])[C:17]([CH3:22])=[CH:18][CH:19]=1, predict the reactants needed to synthesize it. The reactants are: Cl[C:2]1[CH:7]=[N:6][NH:5][C:4](=[O:8])[C:3]=1[C:9]1[CH:14]=[CH:13][C:12]([CH3:15])=[C:11]([N:16]2[C:20]([CH3:21])=[CH:19][CH:18]=[C:17]2[CH3:22])[CH:10]=1.[OH-].[K+].